Dataset: Catalyst prediction with 721,799 reactions and 888 catalyst types from USPTO. Task: Predict which catalyst facilitates the given reaction. (1) Reactant: [F:1][C:2]1[CH:37]=[CH:36][CH:35]=[CH:34][C:3]=1[CH2:4][NH:5][C:6](=[O:33])[CH2:7][CH:8]1[N:14]([C:15](=O)[C:16]2[CH:21]=[CH:20][N:19]=[CH:18][CH:17]=2)[CH2:13][C:12]2[CH:23]=[CH:24][CH:25]=[CH:26][C:11]=2[N:10]([CH2:27][C:28]([CH3:31])([CH3:30])[CH3:29])[C:9]1=[O:32].Br.BrCC1C=CN=CC=1.C(=O)([O-])[O-].[K+].[K+].C(OCC)(=O)C. Product: [F:1][C:2]1[CH:37]=[CH:36][CH:35]=[CH:34][C:3]=1[CH2:4][NH:5][C:6](=[O:33])[CH2:7][CH:8]1[N:14]([CH2:15][C:16]2[CH:21]=[CH:20][N:19]=[CH:18][CH:17]=2)[CH2:13][C:12]2[CH:23]=[CH:24][CH:25]=[CH:26][C:11]=2[N:10]([CH2:27][C:28]([CH3:31])([CH3:30])[CH3:29])[C:9]1=[O:32]. The catalyst class is: 9. (2) Reactant: [H-].[Na+].[OH:3][C:4]1[CH:5]=[C:6]([O:11][S:12]([C:15]2[CH:20]=[CH:19][CH:18]=[CH:17][C:16]=2[Cl:21])(=[O:14])=[O:13])[CH:7]=[C:8]([CH3:10])[CH:9]=1.Br[CH2:23][CH2:24][CH2:25][CH2:26][CH2:27][C:28]#[N:29]. Product: [C:28]([CH2:27][CH2:26][CH2:25][CH2:24][CH2:23][O:3][C:4]1[CH:5]=[C:6]([O:11][S:12]([C:15]2[CH:20]=[CH:19][CH:18]=[CH:17][C:16]=2[Cl:21])(=[O:14])=[O:13])[CH:7]=[C:8]([CH3:10])[CH:9]=1)#[N:29]. The catalyst class is: 9. (3) Reactant: [CH2:1]([O:8][C:9]1[CH:14]=[CH:13][C:12]([CH2:15][C:16]2[C:17]([O:24][C@@H:25]3[O:51][C@H:50]([CH2:52][O:53][C:54](=[O:59])[C:55]([CH3:58])([CH3:57])[CH3:56])[C@@H:42]([O:43][C:44](=[O:49])[C:45]([CH3:48])([CH3:47])[CH3:46])[C@H:34]([O:35][C:36](=[O:41])[C:37]([CH3:40])([CH3:39])[CH3:38])[C@H:26]3[O:27][C:28](=[O:33])[C:29]([CH3:32])([CH3:31])[CH3:30])=[N:18][NH:19][C:20]=2[CH:21]([CH3:23])[CH3:22])=[C:11]([CH3:60])[CH:10]=1)[C:2]1[CH:7]=[CH:6][CH:5]=[CH:4][CH:3]=1.[H-].[Na+].Br[CH2:64][CH2:65][O:66][CH2:67][C:68]1[CH:73]=[CH:72][CH:71]=[CH:70][CH:69]=1.O. Product: [CH2:67]([O:66][CH2:65][CH2:64][N:19]1[C:20]([CH:21]([CH3:23])[CH3:22])=[C:16]([CH2:15][C:12]2[CH:13]=[CH:14][C:9]([O:8][CH2:1][C:2]3[CH:7]=[CH:6][CH:5]=[CH:4][CH:3]=3)=[CH:10][C:11]=2[CH3:60])[C:17]([O:24][C@@H:25]2[O:51][C@H:50]([CH2:52][O:53][C:54](=[O:59])[C:55]([CH3:58])([CH3:57])[CH3:56])[C@@H:42]([O:43][C:44](=[O:49])[C:45]([CH3:46])([CH3:48])[CH3:47])[C@H:34]([O:35][C:36](=[O:41])[C:37]([CH3:40])([CH3:39])[CH3:38])[C@H:26]2[O:27][C:28](=[O:33])[C:29]([CH3:32])([CH3:31])[CH3:30])=[N:18]1)[C:68]1[CH:73]=[CH:72][CH:71]=[CH:70][CH:69]=1. The catalyst class is: 80. (4) Reactant: C([O:8][CH2:9][C@H:10]([CH:37]([CH3:39])[CH3:38])[CH2:11][C@H:12]1[C@@H:16]([CH2:17][NH:18][C:19](=[O:27])[C:20]([CH3:26])([CH3:25])[CH2:21][CH2:22][CH2:23][CH3:24])[O:15][C:14]([CH3:29])([CH3:28])[N:13]1[C:30]([O:32][C:33]([CH3:36])([CH3:35])[CH3:34])=[O:31])C1C=CC=CC=1. Product: [CH3:26][C:20]([CH3:25])([CH2:21][CH2:22][CH2:23][CH3:24])[C:19]([NH:18][CH2:17][C@H:16]1[O:15][C:14]([CH3:28])([CH3:29])[N:13]([C:30]([O:32][C:33]([CH3:34])([CH3:35])[CH3:36])=[O:31])[C@H:12]1[CH2:11][C@H:10]([CH2:9][OH:8])[CH:37]([CH3:38])[CH3:39])=[O:27]. The catalyst class is: 320. (5) Reactant: [Br:1][C:2]1[CH:3]=[CH:4][C:5]([O:12][C:13]([F:16])([F:15])[F:14])=[C:6]([S:8](Cl)(=[O:10])=[O:9])[CH:7]=1.[N:17]1[C:26]2[C:21](=[CH:22][CH:23]=[CH:24][CH:25]=2)[CH:20]=[C:19]([NH2:27])[CH:18]=1. Product: [Br:1][C:2]1[CH:3]=[CH:4][C:5]([O:12][C:13]([F:16])([F:15])[F:14])=[C:6]([S:8]([NH:27][C:19]2[CH:18]=[N:17][C:26]3[C:21]([CH:20]=2)=[CH:22][CH:23]=[CH:24][CH:25]=3)(=[O:10])=[O:9])[CH:7]=1. The catalyst class is: 377. (6) Reactant: [O:1]1[CH2:6][CH2:5][N:4]([C:7]2[CH:8]=[C:9]([CH:13]=[C:14]([N+:16]([O-])=O)[CH:15]=2)[C:10]([OH:12])=[O:11])[CH2:3][CH2:2]1. Product: [CH3:3][CH2:2][O:1][CH2:6][CH3:5].[CH3:15][CH2:7][CH2:8][CH:9]([CH3:13])[CH3:10].[NH2:16][C:14]1[CH:13]=[C:9]([CH:8]=[C:7]([N:4]2[CH2:5][CH2:6][O:1][CH2:2][CH2:3]2)[CH:15]=1)[C:10]([OH:12])=[O:11]. The catalyst class is: 94.